This data is from NCI-60 drug combinations with 297,098 pairs across 59 cell lines. The task is: Regression. Given two drug SMILES strings and cell line genomic features, predict the synergy score measuring deviation from expected non-interaction effect. (1) Drug 1: C1=CC(=CC=C1CCC2=CNC3=C2C(=O)NC(=N3)N)C(=O)NC(CCC(=O)O)C(=O)O. Drug 2: CN(C)C1=NC(=NC(=N1)N(C)C)N(C)C. Cell line: NCI-H460. Synergy scores: CSS=36.8, Synergy_ZIP=3.02, Synergy_Bliss=1.59, Synergy_Loewe=-23.8, Synergy_HSA=0.415. (2) Drug 1: CC(C1=C(C=CC(=C1Cl)F)Cl)OC2=C(N=CC(=C2)C3=CN(N=C3)C4CCNCC4)N. Drug 2: C1CC(=O)NC(=O)C1N2CC3=C(C2=O)C=CC=C3N. Cell line: UO-31. Synergy scores: CSS=1.01, Synergy_ZIP=-1.32, Synergy_Bliss=-2.58, Synergy_Loewe=-6.99, Synergy_HSA=-2.98. (3) Drug 1: C1CC(=O)NC(=O)C1N2CC3=C(C2=O)C=CC=C3N. Drug 2: C1=CC(=CC=C1CC(C(=O)O)N)N(CCCl)CCCl.Cl. Cell line: SK-MEL-28. Synergy scores: CSS=10.9, Synergy_ZIP=0.964, Synergy_Bliss=7.65, Synergy_Loewe=2.12, Synergy_HSA=4.52.